From a dataset of HIV replication inhibition screening data with 41,000+ compounds from the AIDS Antiviral Screen. Binary Classification. Given a drug SMILES string, predict its activity (active/inactive) in a high-throughput screening assay against a specified biological target. (1) The drug is O=C1NC2(C=Cc3c(ccc4ccccc34)O2)Oc2ccccc21. The result is 0 (inactive). (2) The compound is O=C(Nc1ccccc1)Oc1ccccc1C1CCCCC1. The result is 0 (inactive). (3) The compound is CCCCc1ccc(OC2OC(CO)C(O)C(O)C2O)cc1.ClC(Cl)Cl. The result is 0 (inactive). (4) The molecule is NC1C(CO)CNC1CO. The result is 0 (inactive). (5) The drug is CC1NCCc2c1[nH]c1ccc(O)cc21. The result is 0 (inactive).